This data is from Full USPTO retrosynthesis dataset with 1.9M reactions from patents (1976-2016). The task is: Predict the reactants needed to synthesize the given product. (1) Given the product [Cl:3][C:4]1[CH:9]=[C:8]([O:10][C:11]2[C:12]([C:16]3[CH:21]=[CH:20][CH:19]=[CH:18][N:17]=3)=[N:13][N:14]([CH2:27][O:26][CH2:25][CH2:24][Si:23]([CH3:30])([CH3:29])[CH3:22])[CH:15]=2)[CH:7]=[CH:6][N:5]=1, predict the reactants needed to synthesize it. The reactants are: [H-].[Na+].[Cl:3][C:4]1[CH:9]=[C:8]([O:10][C:11]2[C:12]([C:16]3[CH:21]=[CH:20][CH:19]=[CH:18][N:17]=3)=[N:13][NH:14][CH:15]=2)[CH:7]=[CH:6][N:5]=1.[CH3:22][Si:23]([CH3:30])([CH3:29])[CH2:24][CH2:25][O:26][CH2:27]Cl. (2) Given the product [Cl:1][C:2]1[CH:11]=[CH:10][C:9]([C:12]2[CH:17]=[CH:16][CH:15]=[C:14]([CH:18]=[C:21]([F:26])[F:25])[N:13]=2)=[CH:8][C:3]=1[C:4]([O:6][CH3:7])=[O:5], predict the reactants needed to synthesize it. The reactants are: [Cl:1][C:2]1[CH:11]=[CH:10][C:9]([C:12]2[CH:17]=[CH:16][CH:15]=[C:14]([CH:18]=O)[N:13]=2)=[CH:8][C:3]=1[C:4]([O:6][CH3:7])=[O:5].Cl[C:21]([F:26])([F:25])C([O-])=O.[Na+].C1(P(C2C=CC=CC=2)C2C=CC=CC=2)C=CC=CC=1. (3) Given the product [C:7]([N:10]1[CH2:11][CH2:12][N:13]([C:16]([C@H:18]2[CH2:23][CH2:22][C@H:21]([CH2:24][N:25]3[C:29]4=[N:30][C:31]([Br:34])=[CH:32][CH:33]=[C:28]4[N:27]([CH3:26])[C:1]3=[O:4])[CH2:20][CH2:19]2)=[O:17])[CH2:14][CH2:15]1)(=[O:9])[CH3:8], predict the reactants needed to synthesize it. The reactants are: [C:1]([O-:4])([O-])=O.[K+].[K+].[C:7]([N:10]1[CH2:15][CH2:14][N:13]([C:16]([C@H:18]2[CH2:23][CH2:22][C@H:21]([CH2:24][N:25]3[C:29]4=[N:30][C:31]([Br:34])=[CH:32][CH:33]=[C:28]4[NH:27][C:26]3=O)[CH2:20][CH2:19]2)=[O:17])[CH2:12][CH2:11]1)(=[O:9])[CH3:8].CI. (4) Given the product [N:1]1[CH:6]=[CH:5][CH:4]=[C:3]([CH2:7][CH2:8][NH2:9])[CH:2]=1, predict the reactants needed to synthesize it. The reactants are: [N:1]1[CH:6]=[CH:5][CH:4]=[C:3]([CH2:7][C:8]#[N:9])[CH:2]=1.[OH-].[NH4+].[H][H]. (5) Given the product [ClH:12].[ClH:12].[O:6]1[CH2:7][C@H:8]([NH2:9])[C@H:4]([NH2:1])[CH2:5]1, predict the reactants needed to synthesize it. The reactants are: [N:1]([C@H:4]1[C@@H:8]([N:9]=[N+]=[N-])[CH2:7][O:6][CH2:5]1)=[N+]=[N-].[ClH:12].[H][H]. (6) Given the product [CH3:1][C@@H:2]([CH2:12][CH2:13][CH2:14][CH2:23][CH2:24][C:25]1[CH:26]=[CH:27][CH:28]=[CH:48][CH:49]=1)[C:3](=[O:11])[CH2:4][P:5](=[O:10])([O:6][CH3:7])[O:8][CH3:9], predict the reactants needed to synthesize it. The reactants are: [CH3:1][C@@H:2]([CH2:12][CH2:13][CH2:14]C1C=CC=CC=1)[C:3](=[O:11])[CH2:4][P:5](=[O:10])([O:8][CH3:9])[O:6][CH3:7].CO[C:23](=O)[CH2:24][C:25]1[CH:49]=[CH:48][C:28](CN[C@H](CCC(OC(C)(C)C)=O)C(OC(C)(C)C)=O)=[CH:27][CH:26]=1.BrCCCCCC1C=CC=CC=1. (7) Given the product [Cl:19][C:14]1[CH:15]=[CH:16][CH:17]=[CH:18][C:13]=1[C:12]([NH:11][C:7]1[CH:6]=[C:5]([CH:10]=[CH:9][CH:8]=1)[C:4]([OH:21])=[O:3])=[O:20], predict the reactants needed to synthesize it. The reactants are: C([O:3][C:4](=[O:21])[C:5]1[CH:10]=[CH:9][CH:8]=[C:7]([NH:11][C:12](=[O:20])[C:13]2[CH:18]=[CH:17][CH:16]=[CH:15][C:14]=2[Cl:19])[CH:6]=1)C.[OH-].[Na+]. (8) Given the product [Br:16][C:15]1[C:9]2[C:10](=[CH:11][N:12]=[C:7]([OH:6])[CH:8]=2)[S:13][CH:14]=1, predict the reactants needed to synthesize it. The reactants are: FC(F)(F)S([O:6][C:7]1[CH:8]=[C:9]2[C:15]([Br:16])=[CH:14][S:13][C:10]2=[CH:11][N:12]=1)(=O)=O.O.[OH-].[Li+].